This data is from NCI-60 drug combinations with 297,098 pairs across 59 cell lines. The task is: Regression. Given two drug SMILES strings and cell line genomic features, predict the synergy score measuring deviation from expected non-interaction effect. (1) Drug 1: CCC1(CC2CC(C3=C(CCN(C2)C1)C4=CC=CC=C4N3)(C5=C(C=C6C(=C5)C78CCN9C7C(C=CC9)(C(C(C8N6C)(C(=O)OC)O)OC(=O)C)CC)OC)C(=O)OC)O. Drug 2: C1CC(CCC1OC2=C(C(=CC=C2)Cl)F)(CC3=NC(=CC=C3)NC4=NC=CS4)C(=O)O. Cell line: HCT116. Synergy scores: CSS=62.5, Synergy_ZIP=4.34, Synergy_Bliss=1.29, Synergy_Loewe=-14.8, Synergy_HSA=6.03. (2) Drug 1: C1=CC(=CC=C1CCCC(=O)O)N(CCCl)CCCl. Drug 2: COCCOC1=C(C=C2C(=C1)C(=NC=N2)NC3=CC=CC(=C3)C#C)OCCOC.Cl. Cell line: T-47D. Synergy scores: CSS=22.9, Synergy_ZIP=-8.06, Synergy_Bliss=-2.66, Synergy_Loewe=-1.08, Synergy_HSA=-0.867.